This data is from Peptide-MHC class I binding affinity with 185,985 pairs from IEDB/IMGT. The task is: Regression. Given a peptide amino acid sequence and an MHC pseudo amino acid sequence, predict their binding affinity value. This is MHC class I binding data. (1) The peptide sequence is FLLDGGAPF. The MHC is HLA-C03:03 with pseudo-sequence HLA-C03:03. The binding affinity (normalized) is 1.00. (2) The peptide sequence is IQYRQQLELA. The MHC is HLA-A02:02 with pseudo-sequence HLA-A02:02. The binding affinity (normalized) is 0.226.